From a dataset of Full USPTO retrosynthesis dataset with 1.9M reactions from patents (1976-2016). Predict the reactants needed to synthesize the given product. (1) Given the product [CH3:37][S:38]([OH:41])(=[O:40])=[O:39].[CH2:1]([N:3]1[C:12]2[C:7](=[CH:8][N:9]=[C:10]([NH:13][CH2:14][CH2:15][O:16][CH3:17])[CH:11]=2)[CH:6]=[C:5]([C:18]2[C:19]([F:35])=[CH:20][C:21]([F:34])=[C:22]([NH:24][C:25]([NH:27][C:28]3[CH:29]=[CH:30][CH:31]=[CH:32][CH:33]=3)=[O:26])[CH:23]=2)[C:4]1=[O:36])[CH3:2], predict the reactants needed to synthesize it. The reactants are: [CH2:1]([N:3]1[C:12]2[C:7](=[CH:8][N:9]=[C:10]([NH:13][CH2:14][CH2:15][O:16][CH3:17])[CH:11]=2)[CH:6]=[C:5]([C:18]2[C:19]([F:35])=[CH:20][C:21]([F:34])=[C:22]([NH:24][C:25]([NH:27][C:28]3[CH:33]=[CH:32][CH:31]=[CH:30][CH:29]=3)=[O:26])[CH:23]=2)[C:4]1=[O:36])[CH3:2].[CH3:37][S:38]([OH:41])(=[O:40])=[O:39]. (2) Given the product [O:28]=[C:7]1[C@@H:8]([NH:17][C:18](=[O:27])[O:19][CH2:20][C:21]2[CH:22]=[CH:23][CH:24]=[CH:25][CH:26]=2)[C@@H:9]([CH2:10][N:11]2[CH2:15][CH2:14][O:13][C:12]2=[O:16])[NH:6]1, predict the reactants needed to synthesize it. The reactants are: COC1C=C(OC)C=CC=1C[N:6]1[C@H:9]([CH2:10][N:11]2[CH2:15][CH2:14][O:13][C:12]2=[O:16])[C@H:8]([NH:17][C:18](=[O:27])[O:19][CH2:20][C:21]2[CH:26]=[CH:25][CH:24]=[CH:23][CH:22]=2)[C:7]1=[O:28].OP([O-])([O-])=O.[K+].[K+]. (3) The reactants are: [Cl-].[Al+3].[Cl-].[Cl-].[Br:5][C:6]1[C:7]([O:35]C)=[C:8]([C:13]([CH2:16][S:17]([C:20]2[CH:25]=[CH:24][C:23]([F:26])=[CH:22][C:21]=2/[CH:27]=[CH:28]\[CH2:29][N:30]([CH2:33][CH3:34])[CH2:31][CH3:32])(=[O:19])=[O:18])=[CH:14][CH:15]=1)[C:9]([O:11][CH3:12])=[O:10].CN(C)C1C=CC=CC=1.O. Given the product [Br:5][C:6]1[C:7]([OH:35])=[C:8]([C:13]([CH2:16][S:17]([C:20]2[CH:25]=[CH:24][C:23]([F:26])=[CH:22][C:21]=2/[CH:27]=[CH:28]\[CH2:29][N:30]([CH2:31][CH3:32])[CH2:33][CH3:34])(=[O:18])=[O:19])=[CH:14][CH:15]=1)[C:9]([O:11][CH3:12])=[O:10], predict the reactants needed to synthesize it. (4) Given the product [CH3:4][O:5][C:6]1[CH:11]=[C:10]([O:12][CH3:13])[N:9]=[C:8]([O:14][C@@H:15]([C@:18]2([C:28]3[CH:29]=[CH:30][CH:31]=[CH:32][CH:33]=3)[C:19]3[CH:27]=[CH:26][CH:25]=[CH:24][C:20]=3[CH2:21][CH2:22][CH2:23][NH:17]2)[C:16]([OH:34])=[O:1])[N:7]=1, predict the reactants needed to synthesize it. The reactants are: [OH:1][Li].O.[CH3:4][O:5][C:6]1[CH:11]=[C:10]([O:12][CH3:13])[N:9]=[C:8]([O:14][C@H:15]2[C@:18]3([C:28]4[CH:33]=[CH:32][CH:31]=[CH:30][CH:29]=4)[C:19]4[CH:27]=[CH:26][CH:25]=[CH:24][C:20]=4[CH2:21][CH2:22][CH2:23][N:17]3[C:16]2=[O:34])[N:7]=1.Cl. (5) Given the product [Cl:19][C:10]([C:9]1[C:8]([CH3:14])=[CH:7][C:6]([CH3:15])=[C:5]([CH:13]=1)[C:3]([O:2][CH3:1])=[O:4])=[O:11], predict the reactants needed to synthesize it. The reactants are: [CH3:1][O:2][C:3]([C:5]1[C:6]([CH3:15])=[CH:7][C:8]([CH3:14])=[C:9]([CH:13]=1)[C:10](O)=[O:11])=[O:4].C(Cl)(=O)C([Cl:19])=O. (6) Given the product [CH3:29][N:35]([CH3:34])[CH:3]1[CH2:8][CH2:7][CH:6]([O:9][C:10]2[C:11]3[C:12]4[CH2:13][C@H:14]([CH2:23][C:24]([NH2:26])=[O:25])[CH2:15][CH2:16][C:17]=4[S:18][C:19]=3[N:20]=[CH:21][N:22]=2)[CH2:5][CH2:4]1, predict the reactants needed to synthesize it. The reactants are: Cl.N[CH:3]1[CH2:8][CH2:7][CH:6]([O:9][C:10]2[C:11]3[C:12]4[CH2:13][C@H:14]([CH2:23][C:24]([NH2:26])=[O:25])[CH2:15][CH2:16][C:17]=4[S:18][C:19]=3[N:20]=[CH:21][N:22]=2)[CH2:5][CH2:4]1.C=O.[CH3:29]C(O)=O.[BH3-][C:34]#[N:35].[Na+]. (7) Given the product [CH:23]1([N:10]2[C:11]3[C:16](=[C:15]([O:17][CH2:18][CH3:19])[CH:14]=[C:13]([C:20]([N:40]4[CH2:41][CH2:42][C:37]5([CH2:36][C:35](=[O:47])[C:34]6[C:44](=[CH:45][CH:46]=[C:32]([C:30]7[CH:31]=[N:27][NH:28][CH:29]=7)[CH:33]=6)[O:43]5)[CH2:38][CH2:39]4)=[O:21])[CH:12]=3)[C:8]([C:6]([OH:7])=[O:5])=[CH:9]2)[CH2:24][CH2:25]1, predict the reactants needed to synthesize it. The reactants are: C([O:5][C:6]([C:8]1[C:16]2[C:11](=[CH:12][C:13]([C:20](O)=[O:21])=[CH:14][C:15]=2[O:17][CH2:18][CH3:19])[N:10]([CH:23]2[CH2:25][CH2:24]2)[CH:9]=1)=[O:7])(C)(C)C.Cl.[NH:27]1[CH:31]=[C:30]([C:32]2[CH:33]=[C:34]3[C:44](=[CH:45][CH:46]=2)[O:43][C:37]2([CH2:42][CH2:41][NH:40][CH2:39][CH2:38]2)[CH2:36][C:35]3=[O:47])[CH:29]=[N:28]1.CCN=C=NCCCN(C)C.Cl.C1C=CC2N(O)N=NC=2C=1. (8) Given the product [CH3:13][C:12]([CH3:15])([CH3:14])[CH2:11][N:10]1[C:5]2[C:6](=[N:7][C:2]([C:32]3[CH:31]=[C:30]([C:33]([OH:36])([CH3:34])[CH3:35])[CH:29]=[CH:28][C:27]=3[CH3:26])=[CH:3][CH:4]=2)[N:8]([CH2:17][CH:18]=[CH2:19])[C:9]1=[O:16], predict the reactants needed to synthesize it. The reactants are: Cl[C:2]1[N:7]=[C:6]2[N:8]([CH2:17][CH:18]=[CH2:19])[C:9](=[O:16])[N:10]([CH2:11][C:12]([CH3:15])([CH3:14])[CH3:13])[C:5]2=[CH:4][CH:3]=1.C([O-])([O-])=O.[Cs+].[Cs+].[CH3:26][C:27]1[CH:32]=[CH:31][C:30]([C:33]([OH:36])([CH3:35])[CH3:34])=[CH:29][C:28]=1B1OC(C)(C)C(C)(C)O1.